This data is from Catalyst prediction with 721,799 reactions and 888 catalyst types from USPTO. The task is: Predict which catalyst facilitates the given reaction. (1) Reactant: [OH:1][C:2]1[CH:3]=[C:4]2[C:9](=[CH:10][CH:11]=1)[N:8]=[CH:7][CH:6]=[CH:5]2.[I:12]I. Product: [OH:1][C:2]1[C:3]([I:12])=[C:4]2[C:9](=[CH:10][CH:11]=1)[N:8]=[CH:7][CH:6]=[CH:5]2. The catalyst class is: 24. (2) Reactant: N[C:2]1[CH:7]=[C:6]([N:8]([CH3:10])[CH3:9])[CH:5]=[CH:4][C:3]=1[S:11]([NH:14][C:15]1[CH:16]=[CH:17][CH:18]=[C:19]2[C:24]=1[N:23]=[CH:22][CH:21]=[CH:20]2)(=[O:13])=[O:12].N(OC(C)(C)C)=O.CC(O)=O. Product: [O:13]=[S:11]1(=[O:12])[C:3]2[C:2](=[CH:7][C:6]([N:8]([CH3:9])[CH3:10])=[CH:5][CH:4]=2)[C:16]2[C:15](=[C:24]3[C:19](=[CH:18][CH:17]=2)[CH:20]=[CH:21][CH:22]=[N:23]3)[NH:14]1. The catalyst class is: 1.